Dataset: KCNQ2 potassium channel screen with 302,405 compounds. Task: Binary Classification. Given a drug SMILES string, predict its activity (active/inactive) in a high-throughput screening assay against a specified biological target. (1) The drug is OC12C(C3(C(CC1)Cc1c3[nH]c3c1cccc3)C)(CCC1OC(C(=O)C=C21)C(O)(C)C)C. The result is 0 (inactive). (2) The drug is S(c1n(CC(=O)N2CCCC2)c2c(n1)cccc2)CC(=O)N1CCN(CC1)C(=O)c1occc1. The result is 0 (inactive). (3) The molecule is S(=O)(=O)(N\N=C\c1ccsc1)c1ccc([N+]([O-])=O)cc1. The result is 0 (inactive). (4) The compound is S=C(N1CCN(CC1)c1ncccc1)Nc1ccc(CCCC)cc1. The result is 0 (inactive). (5) The molecule is O=C(N1CCOCC1)C1(NC(=O)Nc2c(OC)cccc2)CCCCC1. The result is 0 (inactive).